Dataset: hERG potassium channel inhibition data for cardiac toxicity prediction from Karim et al.. Task: Regression/Classification. Given a drug SMILES string, predict its toxicity properties. Task type varies by dataset: regression for continuous values (e.g., LD50, hERG inhibition percentage) or binary classification for toxic/non-toxic outcomes (e.g., AMES mutagenicity, cardiotoxicity, hepatotoxicity). Dataset: herg_karim. The compound is CCCCN1CCCCC1C(=O)Nc1c(C)cccc1C. The result is 0 (non-blocker).